Dataset: CYP2D6 inhibition data for predicting drug metabolism from PubChem BioAssay. Task: Regression/Classification. Given a drug SMILES string, predict its absorption, distribution, metabolism, or excretion properties. Task type varies by dataset: regression for continuous measurements (e.g., permeability, clearance, half-life) or binary classification for categorical outcomes (e.g., BBB penetration, CYP inhibition). Dataset: cyp2d6_veith. (1) The drug is CCOC(=O)CSc1nnc(CSc2nc3sc4c(c3c(=O)[nH]2)CCCC4)n1-c1ccccc1. The result is 0 (non-inhibitor). (2) The compound is N#Cc1nc(-c2cccs2)oc1NCc1ccccc1. The result is 1 (inhibitor). (3) The molecule is Cn1c(O)c(C(c2ccccn2)c2c(O)n(C)c(=S)[nH]c2=O)c(=O)[nH]c1=S. The result is 0 (non-inhibitor). (4) The drug is COc1ccc(C(=O)N2CC3(CC(c4ccc(Cl)cc4)=NO3)C[C@H]2C(=O)NCC(N)=O)cc1. The result is 0 (non-inhibitor). (5) The molecule is CCOC(=O)c1c(C)[nH]c(C(=O)OCC(=O)NC2CCS(=O)(=O)C2)c1C. The result is 0 (non-inhibitor). (6) The result is 0 (non-inhibitor). The drug is COc1ccc(COC(=O)N/N=C2/C[C@@H](O)[C@@H](O)[C@H]3[C@@H]2CC[C@@H]2C(=O)N(Cc4ccc5c(c4)OCO5)C(=O)[C@H]23)cc1.